Dataset: Catalyst prediction with 721,799 reactions and 888 catalyst types from USPTO. Task: Predict which catalyst facilitates the given reaction. Reactant: [Cl:1][C:2]1[CH:7]=[C:6](Br)[CH:5]=[CH:4][N:3]=1.[CH3:9][NH:10][C@@H:11]1[CH2:15][CH2:14][NH:13][CH2:12]1.CC(C)([O-])C.[Na+].C1(P(C2C=CC=CC=2)C2C3OC4C(=CC=CC=4P(C4C=CC=CC=4)C4C=CC=CC=4)C(C)(C)C=3C=CC=2)C=CC=CC=1. Product: [Cl:1][C:2]1[CH:7]=[C:6]([N:13]2[CH2:14][CH2:15][C@@H:11]([NH:10][CH3:9])[CH2:12]2)[CH:5]=[CH:4][N:3]=1. The catalyst class is: 882.